This data is from Forward reaction prediction with 1.9M reactions from USPTO patents (1976-2016). The task is: Predict the product of the given reaction. (1) Given the reactants [H-].[Na+].[CH:3]1[C:15]2[NH:14][C:13]3[C:8](=[CH:9][CH:10]=[CH:11][CH:12]=3)[C:7]=2[CH:6]=[CH:5][CH:4]=1.[H][H].Cl.[CH2:19]([N:21]([CH2:25][CH3:26])[CH2:22][CH2:23]Cl)[CH3:20], predict the reaction product. The product is: [CH2:19]([N:21]([CH2:25][CH3:26])[CH2:22][CH2:23][N:14]1[C:13]2[CH:12]=[CH:11][CH:10]=[CH:9][C:8]=2[C:7]2[C:15]1=[CH:3][CH:4]=[CH:5][CH:6]=2)[CH3:20]. (2) Given the reactants Cl[C:2]1[CH:3]=[C:4]2[N:11]([CH3:12])[C@@H:10]([CH3:13])[CH2:9][N:5]2[C:6](=[O:8])[N:7]=1.[F:14][C:15]1[CH:16]=[C:17]([CH2:32][OH:33])[CH:18]=[CH:19][C:20]=1[O:21][C:22]1[CH:23]=[N:24][C:25]([C:28]([F:31])([F:30])[F:29])=[CH:26][CH:27]=1, predict the reaction product. The product is: [F:14][C:15]1[CH:16]=[C:17]([CH:18]=[CH:19][C:20]=1[O:21][C:22]1[CH:23]=[N:24][C:25]([C:28]([F:31])([F:29])[F:30])=[CH:26][CH:27]=1)[CH2:32][O:33][C:2]1[CH:3]=[C:4]2[N:11]([CH3:12])[C@@H:10]([CH3:13])[CH2:9][N:5]2[C:6](=[O:8])[N:7]=1. (3) Given the reactants Br[C:2]1[C:3]2[N:4]([C:8]([CH2:11][C:12]([CH3:17])([N+:14]([O-:16])=[O:15])[CH3:13])=[CH:9][N:10]=2)[CH:5]=[CH:6][CH:7]=1.[F:18][C:19]([F:30])([F:29])[C:20]1[CH:25]=[CH:24][C:23](B(O)O)=[CH:22][CH:21]=1, predict the reaction product. The product is: [CH3:13][C:12]([N+:14]([O-:16])=[O:15])([CH3:17])[CH2:11][C:8]1[N:4]2[CH:5]=[CH:6][CH:7]=[C:2]([C:23]3[CH:24]=[CH:25][C:20]([C:19]([F:30])([F:29])[F:18])=[CH:21][CH:22]=3)[C:3]2=[N:10][CH:9]=1. (4) Given the reactants Br[C:2]1[CH:3]=[C:4]([C:11]2[O:12][C:13]3[C:14]([N:19]=2)=[N:15][CH:16]=[CH:17][CH:18]=3)[C:5]2[O:9][CH:8]=[CH:7][C:6]=2[CH:10]=1.[F:20][C:21]1[CH:26]=[CH:25][C:24]([C:27]2[O:28][C:29]3[CH:39]=[C:38]([N:40]([CH3:45])[S:41]([CH3:44])(=[O:43])=[O:42])[C:37](B4OC(C)(C)C(C)(C)O4)=[CH:36][C:30]=3[C:31]=2[C:32]([NH:34][CH3:35])=[O:33])=[CH:23][CH:22]=1, predict the reaction product. The product is: [F:20][C:21]1[CH:26]=[CH:25][C:24]([C:27]2[O:28][C:29]3[CH:39]=[C:38]([N:40]([CH3:45])[S:41]([CH3:44])(=[O:42])=[O:43])[C:37]([C:2]4[CH:3]=[C:4]([C:11]5[O:12][C:13]6[C:14]([N:19]=5)=[N:15][CH:16]=[CH:17][CH:18]=6)[C:5]5[O:9][CH:8]=[CH:7][C:6]=5[CH:10]=4)=[CH:36][C:30]=3[C:31]=2[C:32]([NH:34][CH3:35])=[O:33])=[CH:23][CH:22]=1. (5) Given the reactants [OH:1][C:2]1[C:11]([N+:12]([O-:14])=[O:13])=[CH:10][CH:9]=[CH:8][C:3]=1[C:4](OC)=[O:5].O.C(O)(=O)C.[NH3:20], predict the reaction product. The product is: [OH:1][C:2]1[C:11]([N+:12]([O-:14])=[O:13])=[CH:10][CH:9]=[CH:8][C:3]=1[C:4]([NH2:20])=[O:5]. (6) Given the reactants [CH2:1]([O:8][C:9]([N:11]1[CH2:15][C@H:14]([CH2:16][OH:17])[C@H:13]([NH:18][C:19]([O:21][C:22]([CH3:25])([CH3:24])[CH3:23])=[O:20])[CH2:12]1)=[O:10])[C:2]1[CH:7]=[CH:6][CH:5]=[CH:4][CH:3]=1.[C:26]1([CH3:36])[CH:31]=[CH:30][C:29]([S:32](Cl)(=[O:34])=[O:33])=[CH:28][CH:27]=1.C(OCC)(=O)C.Cl, predict the reaction product. The product is: [CH2:1]([O:8][C:9]([N:11]1[CH2:15][C@H:14]([CH2:16][O:17][S:32]([C:29]2[CH:30]=[CH:31][C:26]([CH3:36])=[CH:27][CH:28]=2)(=[O:34])=[O:33])[C@H:13]([NH:18][C:19]([O:21][C:22]([CH3:25])([CH3:24])[CH3:23])=[O:20])[CH2:12]1)=[O:10])[C:2]1[CH:3]=[CH:4][CH:5]=[CH:6][CH:7]=1. (7) Given the reactants CO[C:3](=O)[NH:4][CH2:5][CH2:6][CH:7]([C:14]1[CH:15]=[C:16]2[C:20](=[CH:21][CH:22]=1)[NH:19][CH:18]=[CH:17]2)[C:8]1[CH:13]=[CH:12][CH:11]=[CH:10][CH:9]=1.[H-].[H-].[H-].[H-].[Li+].[Al+3], predict the reaction product. The product is: [NH:19]1[C:20]2[C:16](=[CH:15][C:14]([CH:7]([C:8]3[CH:9]=[CH:10][CH:11]=[CH:12][CH:13]=3)[CH2:6][CH2:5][NH:4][CH3:3])=[CH:22][CH:21]=2)[CH:17]=[CH:18]1. (8) The product is: [C:8]([NH:12][C:13]([N:15]1[C:23]2[C:18](=[CH:19][C:20]([C:24]([F:26])([F:25])[F:27])=[CH:21][CH:22]=2)[C:17]([NH:28][CH2:29][C:30](=[O:36])[NH:31][CH:32]2[CH2:33][N:34]([CH:42]3[CH2:43][CH2:44][CH:39]([C:37]#[N:38])[CH2:40][CH2:41]3)[CH2:35]2)=[N:16]1)=[O:14])([CH3:11])([CH3:9])[CH3:10]. Given the reactants OC(C(F)(F)F)=O.[C:8]([NH:12][C:13]([N:15]1[C:23]2[C:18](=[CH:19][C:20]([C:24]([F:27])([F:26])[F:25])=[CH:21][CH:22]=2)[C:17]([NH:28][CH2:29][C:30](=[O:36])[NH:31][CH:32]2[CH2:35][NH:34][CH2:33]2)=[N:16]1)=[O:14])([CH3:11])([CH3:10])[CH3:9].[C:37]([CH:39]1[CH2:44][CH2:43][C:42](=O)[CH2:41][CH2:40]1)#[N:38], predict the reaction product. (9) Given the reactants [CH3:1][C:2]1[NH:12][C:5]2[N:6]=[CH:7][CH:8]=[C:9]([C:10]#[N:11])[C:4]=2[CH:3]=1.[NH2:13][OH:14], predict the reaction product. The product is: [OH:14][NH:13][C:10]([C:9]1[C:4]2[CH:3]=[C:2]([CH3:1])[NH:12][C:5]=2[N:6]=[CH:7][CH:8]=1)=[NH:11]. (10) Given the reactants [CH3:1][N:2]1[CH2:8][CH:7]([OH:9])[C:6]2[CH:10]=[CH:11][O:12][C:5]=2[CH2:4][CH2:3]1.[Cl:13][C:14]1[CH:15]=[C:16](F)[CH:17]=[CH:18][C:19]=1[Cl:20], predict the reaction product. The product is: [Cl:13][C:14]1[CH:15]=[C:16]([O:9][CH:7]2[CH2:8][N:2]([CH3:1])[CH2:3][CH2:4][C:5]3[O:12][CH:11]=[CH:10][C:6]2=3)[CH:17]=[CH:18][C:19]=1[Cl:20].